Dataset: Drug-target binding data from BindingDB using Kd measurements. Task: Regression. Given a target protein amino acid sequence and a drug SMILES string, predict the binding affinity score between them. We predict pKd (pKd = -log10(Kd in M); higher means stronger binding). Dataset: bindingdb_kd. (1) The compound is Cc1sc2c(c1C)C(c1ccc(Cl)cc1)=N[C@@H](CC(=O)OC(C)(C)C)c1nnc(C)n1-2. The target protein sequence is NPPPPETSNPNKPKRQTNQLQYLLRVVLKTLWKHQFAWPFQQPVDAVKLNLPDYYKIIKTPMDMGTIKKRLENNYYWNAQECIQDFNTMFTNCYIYNKPGDDIVLMAEALEKLFLQKINELPT. The pKd is 9.0. (2) The drug is CC[C@@H]([C@H](C)O)n1ncn(-c2ccc(N3CCN(c4ccc(OCC5CO[C@@](Cn6cncn6)(c6ccc(F)cc6F)C5)cc4)CC3)cc2)c1=O. The target protein sequence is MIGELLLLLAAGLALYGWYFCKSFNTTRPTDPPVVHGTTPFVGHIIQFGKDPLGFMLKAKKKYGGIFTMNICGNRITVVGDVHQHSKFFTPRNEILSPREVYSFMVPVFGEGVAYAAPYPRMREQLNFLAEELTVAKFQNFAPSIQHEVRKFMKANWNKDEGEINILDDCSAMIINTACQCLFGEDLRKRLDARQFAQLLAKMESCLIPAAVFLPWILKLPLPQSYRCRDARAELQDILSEIIIAREKEEAQKDTNTSDLLAGLLGAVYRDGTRMSQHEVCGMIVAAMFAGQHTSTITTTWSLLHLMDPRNKRHLAKLHQEIDEFPAQLNYDNVMEEMPFAEQCARESIRRDPPLVMLMRKVLKPVQVGKYVVPEGDIIACSPLLSHQDEEAFPNPREWNPERNMKLVDGAFCGFGAGVHKCIGEKFGLLQVKTVLATVLRDYDFELLGPLPEPNYHTMVVGPTASQCRVKYIKKKKAAA. The pKd is 7.7. (3) The drug is CNC(=O)c1c(F)cccc1Nc1nc(Nc2cc3c(cc2OC)CCN3C(=O)CN(C)C)nc2[nH]ccc12. The target protein (P54756) has sequence MRGSGPRGAGRRRPPSGGGDTPITPASLAGCYSAPRRAPLWTCLLLCAALRTLLASPSNEVNLLDSRTVMGDLGWIAFPKNGWEEIGEVDENYAPIHTYQVCKVMEQNQNNWLLTSWISNEGASRIFIELKFTLRDCNSLPGGLGTCKETFNMYYFESDDQNGRNIKENQYIKIDTIAADESFTELDLGDRVMKLNTEVRDVGPLSKKGFYLAFQDVGACIALVSVRVYYKKCPSVVRHLAVFPDTITGADSSQLLEVSGSCVNHSVTDEPPKMHCSAEGEWLVPIGKCMCKAGYEEKNGTCQVCRPGFFKASPHIQSCGKCPPHSYTHEEASTSCVCEKDYFRRESDPPTMACTRPPSAPRNAISNVNETSVFLEWIPPADTGGRKDVSYYIACKKCNSHAGVCEECGGHVRYLPRQSGLKNTSVMMVDLLAHTNYTFEIEAVNGVSDLSPGARQYVSVNVTTNQAAPSPVTNVKKGKIAKNSISLSWQEPDRPNGIIL.... The pKd is 5.0. (4) The compound is CC1=CC(=O)O/C1=C\C=C(/C)CC[C@@H]1[C@@]2(C)CCC[C@@](C)(C(=O)O)[C@@H]2[C@@H](O)C[C@@]1(C)O. The target protein (Q8NG68) has sequence MYTFVVRDENSSVYAEVSRLLLATGHWKRLRRDNPRFNLMLGERNRLPFGRLGHEPGLVQLVNYYRGADKLCRKASLVKLIKTSPELAESCTWFPESYVIYPTNLKTPVAPAQNGIQPPISNSRTDEREFFLASYNRKKEDGEGNVWIAKSSAGAKGEGILISSEASELLDFIDNQGQVHVIQKYLEHPLLLEPGHRKFDIRSWVLVDHQYNIYLYREGVLRTASEPYHVDNFQDKTCHLTNHCIQKEYSKNYGKYEEGNEMFFKEFNQYLTSALNITLESSILLQIKHIIRNCLLSVEPAISTKHLPYQSFQLFGFDFMVDEELKVWLIEVNGAPACAQKLYAELCQGIVDIAISSVFPPPDVEQPQTQPAAFIKL. The pKd is 7.0.